Predict the product of the given reaction. From a dataset of Forward reaction prediction with 1.9M reactions from USPTO patents (1976-2016). (1) Given the reactants [F:1][C:2]([F:43])([F:42])[C:3]1[CH:4]=[C:5]([CH:39]=[CH:40][CH:41]=1)[CH2:6][NH:7][C:8](=[O:38])[C:9]1[CH:14]=[CH:13][N:12]=[C:11]([C:15]2[CH:20]=[C:19]([N:21]3[CH2:26][CH2:25][CH2:24][CH2:23][CH2:22]3)[CH:18]=[CH:17][C:16]=2[NH:27][C:28](=[O:37])[C:29]2[CH:34]=[CH:33][CH:32]=[C:31]([CH2:35]Br)[CH:30]=2)[CH:10]=1.C(=O)([O-])[O-].[K+].[K+].[I-].[K+].[NH:52]1[CH2:56][CH2:55][C@@H:54]([NH:57][C:58](=[O:60])[CH3:59])[CH2:53]1, predict the reaction product. The product is: [C:58]([NH:57][C@H:54]1[CH2:55][CH2:56][N:52]([CH2:35][C:31]2[CH:30]=[C:29]([CH:34]=[CH:33][CH:32]=2)[C:28]([NH:27][C:16]2[CH:17]=[CH:18][C:19]([N:21]3[CH2:26][CH2:25][CH2:24][CH2:23][CH2:22]3)=[CH:20][C:15]=2[C:11]2[CH:10]=[C:9]([CH:14]=[CH:13][N:12]=2)[C:8]([NH:7][CH2:6][C:5]2[CH:39]=[CH:40][CH:41]=[C:3]([C:2]([F:43])([F:42])[F:1])[CH:4]=2)=[O:38])=[O:37])[CH2:53]1)(=[O:60])[CH3:59]. (2) Given the reactants [O:1]=[C:2]1[CH2:10][CH:9]([CH3:11])[CH2:8][C:7]2[NH:6][CH:5]=[C:4]([C:12]([O:14]CC)=[O:13])[C:3]1=2.[OH-].[Na+].Cl, predict the reaction product. The product is: [O:1]=[C:2]1[CH2:10][CH:9]([CH3:11])[CH2:8][C:7]2[NH:6][CH:5]=[C:4]([C:12]([OH:14])=[O:13])[C:3]1=2. (3) Given the reactants [CH3:1][N:2]([C:7]1[CH:8]=[C:9]([C:17]([O:19]C)=O)[CH:10]=[C:11]([CH:16]=1)[C:12]([O:14][CH3:15])=[O:13])[S:3]([CH3:6])(=[O:5])=[O:4].C(Cl)CCl.[CH:25]1[CH:26]=[CH:27][C:28]2N(O)N=N[C:29]=2[CH:30]=1.[CH3:35][CH2:36][N:37](C(C)C)C(C)C.CNCC1C=CC=CC=1, predict the reaction product. The product is: [CH3:1][N:2]([C:7]1[CH:16]=[C:11]([CH:10]=[C:9]([C:17](=[O:19])[NH:37][CH:36]([C:29]2[CH:28]=[CH:27][CH:26]=[CH:25][CH:30]=2)[CH3:35])[CH:8]=1)[C:12]([O:14][CH3:15])=[O:13])[S:3]([CH3:6])(=[O:4])=[O:5]. (4) Given the reactants Br[C:2]1[CH:3]=[C:4]2[C:9]([NH:10][C@@H:11]3[CH2:16][CH2:15][N:14]([C:17]4[CH:22]=[CH:21][C:20]([C:23]#[N:24])=[CH:19][CH:18]=4)[CH2:13][C:12]3([CH3:26])[CH3:25])=[C:8]([C:27]([NH2:29])=[O:28])[CH:7]=[N:6][N:5]2[CH:30]=1.[O:31]=[C:32]1[C@@H:36]([NH:37][C:38](=[O:44])[O:39][C:40]([CH3:43])([CH3:42])[CH3:41])[CH2:35][CH2:34][NH:33]1.C(=O)([O-])[O-].[K+].[K+].CNCCNC, predict the reaction product. The product is: [C:27]([C:8]1[CH:7]=[N:6][N:5]2[CH:30]=[C:2]([N:33]3[CH2:34][CH2:35][C@H:36]([NH:37][C:38](=[O:44])[O:39][C:40]([CH3:41])([CH3:43])[CH3:42])[C:32]3=[O:31])[CH:3]=[C:4]2[C:9]=1[NH:10][C@@H:11]1[CH2:16][CH2:15][N:14]([C:17]2[CH:18]=[CH:19][C:20]([C:23]#[N:24])=[CH:21][CH:22]=2)[CH2:13][C:12]1([CH3:25])[CH3:26])(=[O:28])[NH2:29]. (5) Given the reactants [CH2:1]([O:3][CH:4]([O:15][CH2:16][CH3:17])[C:5]1[O:13][C:12]2[C:11](I)=[CH:10][N:9]=[CH:8][C:7]=2[CH:6]=1)[CH3:2].[CH3:18][O:19][C:20]([C:22]1[CH:27]=[CH:26][C:25](B(O)O)=[CH:24][CH:23]=1)=[O:21].C(=O)([O-])[O-].[Na+].[Na+], predict the reaction product. The product is: [CH2:1]([O:3][CH:4]([O:15][CH2:16][CH3:17])[C:5]1[O:13][C:12]2[C:11]([C:25]3[CH:26]=[CH:27][C:22]([C:20]([O:19][CH3:18])=[O:21])=[CH:23][CH:24]=3)=[CH:10][N:9]=[CH:8][C:7]=2[CH:6]=1)[CH3:2].